This data is from Reaction yield outcomes from USPTO patents with 853,638 reactions. The task is: Predict the reaction yield, written as a fraction of the theoretical maximum amount of product (1.0 means a 100% yield; for example, 0.34 means a 34% yield). (1) The reactants are Br[C:2]1[CH:3]=[C:4]2[C:10]([C:11]3[CH:16]=[CH:15][CH:14]=[CH:13][C:12]=3[O:17][CH3:18])=[N:9][N:8](COCC[Si](C)(C)C)[C:5]2=[N:6][CH:7]=1.[C:27]([C:30]1[CH:31]=[C:32](B(O)O)[CH:33]=[CH:34][CH:35]=1)([OH:29])=[O:28].ClCCl. The catalyst is C(#N)C.C([O-])(O)=O.[Na+].C1C=CC(P(C2C=CC=CC=2)[C-]2C=CC=C2)=CC=1.C1C=CC(P(C2C=CC=CC=2)[C-]2C=CC=C2)=CC=1.Cl[Pd]Cl.[Fe+2]. The product is [CH3:18][O:17][C:12]1[CH:13]=[CH:14][CH:15]=[CH:16][C:11]=1[C:10]1[C:4]2[C:5](=[N:6][CH:7]=[C:2]([C:34]3[CH:35]=[C:30]([CH:31]=[CH:32][CH:33]=3)[C:27]([OH:29])=[O:28])[CH:3]=2)[NH:8][N:9]=1. The yield is 0.620. (2) The yield is 0.660. The product is [CH2:1]([C:5]1[N:6]=[C:7]([CH3:27])[N:8]([CH2:35][C:36]2[N:37]=[C:38]([C:41]3[CH:42]=[CH:43][CH:44]=[CH:45][CH:46]=3)[S:39][CH:40]=2)[C:9](=[O:26])[C:10]=1[CH2:11][C:12]1[CH:17]=[CH:16][C:15]([C:18]2[C:19]([C:24]#[N:25])=[CH:20][CH:21]=[CH:22][CH:23]=2)=[CH:14][CH:13]=1)[CH2:2][CH2:3][CH3:4]. The reactants are [CH2:1]([C:5]1[N:6]=[C:7]([CH3:27])[NH:8][C:9](=[O:26])[C:10]=1[CH2:11][C:12]1[CH:17]=[CH:16][C:15]([C:18]2[C:19]([C:24]#[N:25])=[CH:20][CH:21]=[CH:22][CH:23]=2)=[CH:14][CH:13]=1)[CH2:2][CH2:3][CH3:4].C(=O)([O-])[O-].[K+].[K+].Cl[CH2:35][C:36]1[N:37]=[C:38]([C:41]2[CH:46]=[CH:45][CH:44]=[CH:43][CH:42]=2)[S:39][CH:40]=1.CN(C)C=O. The catalyst is C(OCC)(=O)C. (3) The reactants are [OH-].[Na+].Cl[CH2:4][C@H:5]([OH:15])[CH2:6][C:7]1[CH:12]=[CH:11][CH:10]=[CH:9][C:8]=1[O:13][CH3:14].S(O)(O)(=O)=O.[NH2:21][CH2:22][CH3:23].C1(C)C=CC=CC=1. The catalyst is O.CO. The product is [CH3:14][O:13][C:8]1[CH:9]=[CH:10][CH:11]=[CH:12][C:7]=1[CH2:6][C@H:5]1[O:15][CH2:23][CH2:22][NH:21][CH2:4]1. The yield is 0.500. (4) The reactants are [CH:1]1([CH2:4][C:5]([C:7]2[N:11]([CH3:12])[C:10]([S:13][CH2:14][CH:15]3[CH2:17][CH2:16]3)=[N:9][N:8]=2)=[O:6])[CH2:3][CH2:2]1.[BH4-].[Na+]. The catalyst is CO. The product is [CH:1]1([CH2:4][CH:5]([C:7]2[N:11]([CH3:12])[C:10]([S:13][CH2:14][CH:15]3[CH2:17][CH2:16]3)=[N:9][N:8]=2)[OH:6])[CH2:2][CH2:3]1. The yield is 0.240. (5) The reactants are [Cl:1][C:2]1[CH:10]=[C:9]2[C:5]([CH:6]=[CH:7][NH:8]2)=[CH:4][C:3]=1B1OCC(C)(C)CO1.[C:19](=O)([O-])[O-:20].[K+].[K+].Br[C:26]1[CH:36]=[CH:35][C:29]([O:30][CH2:31][C:32]([NH2:34])=[O:33])=[CH:28][CH:27]=1. The catalyst is O1CCOCC1.CN(C=O)C.C1C=CC(P(C2C=CC=CC=2)[C-]2C=CC=C2)=CC=1.C1C=CC(P(C2C=CC=CC=2)[C-]2C=CC=C2)=CC=1.Cl[Pd]Cl.[Fe+2]. The product is [Cl:1][C:2]1[CH:10]=[C:9]2[C:5]([C:6]([CH:19]=[O:20])=[CH:7][NH:8]2)=[CH:4][C:3]=1[C:26]1[CH:36]=[CH:35][C:29]([O:30][CH2:31][C:32]([NH2:34])=[O:33])=[CH:28][CH:27]=1. The yield is 0.550.